From a dataset of Reaction yield outcomes from USPTO patents with 853,638 reactions. Predict the reaction yield, written as a fraction of the theoretical maximum amount of product (1.0 means a 100% yield; for example, 0.34 means a 34% yield). (1) The reactants are [Cl:1][CH2:2][C:3]1[N:7]=[C:6]([C:8]2[CH:13]=[CH:12][N:11]=[CH:10][CH:9]=2)[O:5][N:4]=1.[C:14]1([C@@H:20]([NH:32][C:33]2[CH:38]=[CH:37][CH:36]=[CH:35][CH:34]=2)[C:21]([O:23][C@@H:24]2[CH:29]3[CH2:30][CH2:31][N:26]([CH2:27][CH2:28]3)[CH2:25]2)=[O:22])[CH:19]=[CH:18][CH:17]=[CH:16][CH:15]=1.CC#N.O. The catalyst is CCOC(C)=O. The product is [Cl-:1].[C:14]1([C@@H:20]([NH:32][C:33]2[CH:38]=[CH:37][CH:36]=[CH:35][CH:34]=2)[C:21]([O:23][C@@H:24]2[CH:29]3[CH2:28][CH2:27][N+:26]([CH2:2][C:3]4[N:7]=[C:6]([C:8]5[CH:13]=[CH:12][N:11]=[CH:10][CH:9]=5)[O:5][N:4]=4)([CH2:31][CH2:30]3)[CH2:25]2)=[O:22])[CH:15]=[CH:16][CH:17]=[CH:18][CH:19]=1. The yield is 0.290. (2) The reactants are Cl.[CH3:2][O:3][C:4]1[CH:5]=[C:6]2[C:11](=[CH:12][C:13]=1[O:14][CH3:15])[N:10]=[C:9]([NH:16][CH3:17])[N:8]=[C:7]2[C:18]1[CH:19]=[C:20]([NH:24][C:25](=[O:35])[C:26]2[CH:34]=[CH:33][C:29]([C:30]([OH:32])=[O:31])=[CH:28][CH:27]=2)[CH:21]=[CH:22][CH:23]=1.[CH3:36][O:37][CH2:38][CH2:39]O.O.ON1C2C=CC=CC=2N=N1.CCN=C=NCCCN(C)C.Cl. The catalyst is CN(C)C=O.C(OCC)(=O)C.CCCCCCC.O.C(N(CC)CC)C. The product is [CH3:36][O:37][CH2:38][CH2:39][O:31][C:30](=[O:32])[C:29]1[CH:33]=[CH:34][C:26]([C:25]([NH:24][C:20]2[CH:21]=[CH:22][CH:23]=[C:18]([C:7]3[C:6]4[C:11](=[CH:12][C:13]([O:14][CH3:15])=[C:4]([O:3][CH3:2])[CH:5]=4)[N:10]=[C:9]([NH:16][CH3:17])[N:8]=3)[CH:19]=2)=[O:35])=[CH:27][CH:28]=1. The yield is 0.700. (3) The product is [Cl:7][C:8]1[CH:13]=[CH:12][C:11]([CH2:14][S:15][C:20]2[C:24]([C:25]([NH2:27])=[O:26])=[C:23]([NH:28][C:29]3[CH:34]=[CH:33][N:32]=[CH:31][CH:30]=3)[S:22][N:21]=2)=[CH:10][CH:9]=1. The reactants are CC(C)([O-])C.[K+].[Cl:7][C:8]1[CH:13]=[CH:12][C:11]([CH2:14][SH:15])=[CH:10][CH:9]=1.CS([C:20]1[C:24]([C:25]([NH2:27])=[O:26])=[C:23]([NH:28][C:29]2[CH:34]=[CH:33][N:32]=[CH:31][CH:30]=2)[S:22][N:21]=1)(=O)=O. The yield is 0.0250. The catalyst is C1COCC1.O. (4) The reactants are [N-:1]=[N+:2]=[N-:3].[Na+].[CH2:5](Br)[C:6]1[CH:11]=[CH:10][CH:9]=[CH:8][CH:7]=1. The catalyst is CS(C)=O. The product is [CH2:5]([N:1]=[N+:2]=[N-:3])[C:6]1[CH:11]=[CH:10][CH:9]=[CH:8][CH:7]=1. The yield is 0.990. (5) The reactants are [F:1][C:2]1[C:7]([NH2:8])=[CH:6][CH:5]=[C:4]([F:9])[C:3]=1[NH:10][C:11]1[C:16]([C:17]2[N:25]=[CH:24][N:23]=[C:22]3[C:18]=2[N:19]=[CH:20][N:21]3[CH:26]2[CH2:31][CH2:30][CH2:29][CH2:28][O:27]2)=[CH:15][CH:14]=[CH:13][N:12]=1.[F:32][C:33]1[CH:38]=[CH:37][C:36]([S:39](Cl)(=[O:41])=[O:40])=[C:35]([C:43]([F:46])([F:45])[F:44])[CH:34]=1.N1C=CC=CC=1. The catalyst is ClCCl. The product is [F:1][C:2]1[C:3]([NH:10][C:11]2[C:16]([C:17]3[N:25]=[CH:24][N:23]=[C:22]4[C:18]=3[N:19]=[CH:20][N:21]4[CH:26]3[CH2:31][CH2:30][CH2:29][CH2:28][O:27]3)=[CH:15][CH:14]=[CH:13][N:12]=2)=[C:4]([F:9])[CH:5]=[CH:6][C:7]=1[NH:8][S:39]([C:36]1[CH:37]=[CH:38][C:33]([F:32])=[CH:34][C:35]=1[C:43]([F:46])([F:44])[F:45])(=[O:41])=[O:40]. The yield is 0.890. (6) The reactants are [O:1]1[CH2:6][CH2:5][CH:4]([C:7]([C:9]2[S:13][C:12]([NH2:14])=[N:11][C:10]=2[C:15]2[O:16][CH:17]=[CH:18][CH:19]=2)=[O:8])[CH2:3][CH2:2]1.C(N(CC)CC)C.[Br:27][CH2:28][C:29](Br)=[O:30].O. The catalyst is CN(C1C=CN=CC=1)C.C1COCC1. The product is [Br:27][CH2:28][C:29]([NH:14][C:12]1[S:13][C:9]([C:7]([CH:4]2[CH2:5][CH2:6][O:1][CH2:2][CH2:3]2)=[O:8])=[C:10]([C:15]2[O:16][CH:17]=[CH:18][CH:19]=2)[N:11]=1)=[O:30]. The yield is 0.800.